This data is from Forward reaction prediction with 1.9M reactions from USPTO patents (1976-2016). The task is: Predict the product of the given reaction. (1) Given the reactants [Cl:1][C:2]1[CH:3]=[C:4]([N:8]2[N:12]=[C:11]([CH:13]=[CH:14]C3C=CC=CC=3)[NH:10][NH:9]2)[CH:5]=[CH:6][CH:7]=1.CC[O:23]C(C)=O, predict the reaction product. The product is: [Cl:1][C:2]1[CH:3]=[C:4]([N:8]2[N:9]=[N:10][C:11]([C:13](=[O:23])[CH3:14])=[N:12]2)[CH:5]=[CH:6][CH:7]=1. (2) Given the reactants [OH:1][C:2]1[CH:3]=[C:4]([C:8]#[C:9][C:10]2[CH:15]=[CH:14][C:13]([CH2:16][CH2:17][C:18]([O:20]C)=[O:19])=[CH:12][CH:11]=2)[CH:5]=[CH:6][CH:7]=1, predict the reaction product. The product is: [OH:1][C:2]1[CH:3]=[C:4]([C:8]#[C:9][C:10]2[CH:11]=[CH:12][C:13]([CH2:16][CH2:17][C:18]([OH:20])=[O:19])=[CH:14][CH:15]=2)[CH:5]=[CH:6][CH:7]=1. (3) Given the reactants [CH2:1]([O:3][C:4]([C:6]1[NH:7][CH:8]=[C:9]([CH3:11])[CH:10]=1)=[O:5])[CH3:2].[K].CC(C)([O-])C.Br[CH2:19][C:20]([C:22]1[CH:23]=[N:24][N:25]([C:27]([CH3:30])([CH3:29])[CH3:28])[CH:26]=1)=[O:21], predict the reaction product. The product is: [CH2:1]([O:3][C:4]([C:6]1[N:7]([CH2:19][C:20]([C:22]2[CH:23]=[N:24][N:25]([C:27]([CH3:30])([CH3:29])[CH3:28])[CH:26]=2)=[O:21])[CH:8]=[C:9]([CH3:11])[CH:10]=1)=[O:5])[CH3:2]. (4) The product is: [CH3:51][N:52]([CH3:53])[C:54]([C:20]1[N:21]=[C:15]2[CH2:14][N:13]([C:11](=[O:12])[CH2:10][C@H:9]([NH:8][C:6]([O:5][C:1]([CH3:2])([CH3:3])[CH3:4])=[O:7])[CH2:25][C:26]3[CH:31]=[C:30]([F:32])[CH:29]=[CH:28][C:27]=3[F:33])[CH2:18][CH2:17][N:16]2[CH:19]=1)=[O:55]. Given the reactants [C:1]([O:5][C:6]([NH:8][C@H:9]([CH2:25][C:26]1[CH:31]=[C:30]([F:32])[CH:29]=[CH:28][C:27]=1[F:33])[CH2:10][C:11]([N:13]1[CH2:18][CH2:17][N:16]2[CH:19]=[C:20](C(O)=O)[N:21]=[C:15]2[CH2:14]1)=[O:12])=[O:7])([CH3:4])([CH3:3])[CH3:2].CNC.C1C=CC2N(O)N=NC=2C=1.C(Cl)CCl.[CH3:51][N:52]([CH:54]=[O:55])[CH3:53], predict the reaction product. (5) Given the reactants [NH2:1][C:2]1[C:10]2[C:5](=[C:6]([C:24]3[CH:29]=[CH:28][N:27]=[C:26]([CH2:30][C:31]#[N:32])[CH:25]=3)[N:7]=[CH:8][C:9]=2[C:11]2[CH:16]=[CH:15][C:14]([O:17][C:18]3[CH:23]=[CH:22][CH:21]=[CH:20][CH:19]=3)=[CH:13][CH:12]=2)[NH:4][N:3]=1.N1[CH2:38][CH2:37][CH2:36][CH2:35]C1.CC(O)=O, predict the reaction product. The product is: [NH2:1][C:2]1[C:10]2[C:5](=[C:6]([C:24]3[CH:29]=[CH:28][N:27]=[C:26]([C:30](=[CH:35][CH:36]4[CH2:38][CH2:37]4)[C:31]#[N:32])[CH:25]=3)[N:7]=[CH:8][C:9]=2[C:11]2[CH:12]=[CH:13][C:14]([O:17][C:18]3[CH:19]=[CH:20][CH:21]=[CH:22][CH:23]=3)=[CH:15][CH:16]=2)[NH:4][N:3]=1. (6) Given the reactants [NH2:1][C:2]1[CH:3]=[C:4]([CH3:10])[C:5](=[O:9])[N:6]([CH3:8])[CH:7]=1.[F:11][C:12]([F:23])([F:22])[O:13][C:14]1[CH:15]=[C:16]([CH:19]=[CH:20][CH:21]=1)[CH:17]=O.CC[O:26][C:27]([C:29]([CH2:31][C:32]([CH3:34])=[O:33])=[O:30])=O, predict the reaction product. The product is: [C:32]([CH:31]1[CH:17]([C:16]2[CH:19]=[CH:20][CH:21]=[C:14]([O:13][C:12]([F:23])([F:22])[F:11])[CH:15]=2)[N:1]([C:2]2[CH:3]=[C:4]([CH3:10])[C:5](=[O:9])[N:6]([CH3:8])[CH:7]=2)[C:27](=[O:26])[C:29]1=[O:30])(=[O:33])[CH3:34]. (7) Given the reactants [N:1]1([C:7]2[CH:8]=[CH:9][C:10]3[N:11]([C:13]([C:16]([F:19])([F:18])[F:17])=[N:14][N:15]=3)[N:12]=2)[CH2:6][CH2:5][NH:4][CH2:3][CH2:2]1.[CH3:20][CH:21]([CH3:31])[CH2:22][C:23]1[CH:30]=[CH:29][C:26]([CH:27]=O)=[CH:25][CH:24]=1, predict the reaction product. The product is: [CH3:20][CH:21]([CH3:31])[CH2:22][C:23]1[CH:24]=[CH:25][C:26]([CH2:27][N:4]2[CH2:3][CH2:2][N:1]([C:7]3[CH:8]=[CH:9][C:10]4[N:11]([C:13]([C:16]([F:17])([F:18])[F:19])=[N:14][N:15]=4)[N:12]=3)[CH2:6][CH2:5]2)=[CH:29][CH:30]=1. (8) Given the reactants [NH2:1][C:2]1[CH:7]=[CH:6][CH:5]=[CH:4][CH:3]=1.C1(C)C=CC=CC=1.[CH2:15]([O:22][C:23]1[C:24]([CH3:32])=[N:25][C:26](Br)=[C:27]([CH3:30])[C:28]=1[CH3:29])[C:16]1[CH:21]=[CH:20][CH:19]=[CH:18][CH:17]=1.CC([O-])(C)C.[Na+], predict the reaction product. The product is: [CH2:15]([O:22][C:23]1[C:28]([CH3:29])=[C:27]([CH3:30])[C:26]([NH:1][C:2]2[CH:7]=[CH:6][CH:5]=[CH:4][CH:3]=2)=[N:25][C:24]=1[CH3:32])[C:16]1[CH:21]=[CH:20][CH:19]=[CH:18][CH:17]=1. (9) Given the reactants C(OC([N:8]1[CH2:13][CH2:12][CH:11]([C:14](=[O:26])[C:15]2[CH:20]=[CH:19][C:18]([O:21][C:22]([F:25])([F:24])[F:23])=[CH:17][CH:16]=2)[CH2:10][CH2:9]1)=O)(C)(C)C.[C:27]1([C:29](=[CH:31][CH:32]=[CH:33][CH:34]=1)O)[OH:28].CC1C=CC(S(O)(=O)=O)=CC=1.O, predict the reaction product. The product is: [F:23][C:22]([F:24])([F:25])[O:21][C:18]1[CH:17]=[CH:16][C:15]([C:14]2([CH:11]3[CH2:10][CH2:9][NH:8][CH2:13][CH2:12]3)[O:28][C:27]3[CH:29]=[CH:31][CH:32]=[CH:33][C:34]=3[O:26]2)=[CH:20][CH:19]=1.